From a dataset of Full USPTO retrosynthesis dataset with 1.9M reactions from patents (1976-2016). Predict the reactants needed to synthesize the given product. (1) Given the product [Br:30][CH2:5][C:4]1[CH:7]=[CH:8][C:9]([NH:10][C:11]([C:13]2[C:14]([C:19]3[CH:20]=[CH:21][C:22]([C:25]([F:28])([F:26])[F:27])=[CH:23][CH:24]=3)=[CH:15][CH:16]=[CH:17][CH:18]=2)=[O:12])=[C:2]([CH3:1])[CH:3]=1, predict the reactants needed to synthesize it. The reactants are: [CH3:1][C:2]1[CH:3]=[C:4]([CH:7]=[CH:8][C:9]=1[NH:10][C:11]([C:13]1[C:14]([C:19]2[CH:24]=[CH:23][C:22]([C:25]([F:28])([F:27])[F:26])=[CH:21][CH:20]=2)=[CH:15][CH:16]=[CH:17][CH:18]=1)=[O:12])[CH2:5]O.P(Br)(Br)[Br:30]. (2) Given the product [CH3:8][N:6]1[CH:7]=[C:2]([C:33]2[CH:34]=[C:35]([NH:39][C:40](=[O:42])[CH3:41])[CH:36]=[N:37][CH:38]=2)[C:3]2[O:12][C:11]([CH2:13][N:14]3[CH2:19][CH2:18][N:17]([S:20]([CH3:23])(=[O:22])=[O:21])[CH2:16][C@H:15]3[CH3:24])=[CH:10][C:4]=2[C:5]1=[O:9], predict the reactants needed to synthesize it. The reactants are: Br[C:2]1[C:3]2[O:12][C:11]([CH2:13][N:14]3[CH2:19][CH2:18][N:17]([S:20]([CH3:23])(=[O:22])=[O:21])[CH2:16][C@H:15]3[CH3:24])=[CH:10][C:4]=2[C:5](=[O:9])[N:6]([CH3:8])[CH:7]=1.CC1(C)C(C)(C)OB([C:33]2[CH:34]=[C:35]([NH:39][C:40](=[O:42])[CH3:41])[CH:36]=[N:37][CH:38]=2)O1.C(=O)([O-])[O-].[K+].[K+]. (3) Given the product [Cl:1][C:2]1[N:7]=[C:6]([C:18]2[CH:17]=[CH:16][CH:15]=[C:14]3[C:19]=2[O:10][CH2:11][CH2:12][CH2:13]3)[C:5]([F:9])=[CH:4][N:3]=1, predict the reactants needed to synthesize it. The reactants are: [Cl:1][C:2]1[N:7]=[C:6](Cl)[C:5]([F:9])=[CH:4][N:3]=1.[O:10]1[C:19]2[C:14](=[CH:15][CH:16]=[CH:17][C:18]=2B(O)O)[CH2:13][CH2:12][CH2:11]1.C(=O)([O-])[O-].[K+].[K+]. (4) Given the product [CH3:19][O:18][C@@H:14]([CH2:13][C:10]1[CH:9]=[CH:8][C:7]([C:6]#[C:5][CH2:4][CH2:3][CH2:2][O:1][C:30]2[CH:31]=[CH:32][C:27]([O:20][C:21]3[CH:26]=[CH:25][CH:24]=[CH:23][CH:22]=3)=[CH:28][CH:29]=2)=[CH:12][CH:11]=1)[C:15]([OH:17])=[O:16], predict the reactants needed to synthesize it. The reactants are: [OH:1][CH2:2][CH2:3][CH2:4][C:5]#[C:6][C:7]1[CH:12]=[CH:11][C:10]([CH2:13][C@H:14]([O:18][CH3:19])[C:15]([OH:17])=[O:16])=[CH:9][CH:8]=1.[O:20]([C:27]1[CH:32]=[CH:31][C:30](O)=[CH:29][CH:28]=1)[C:21]1[CH:26]=[CH:25][CH:24]=[CH:23][CH:22]=1. (5) Given the product [F:20][C:21]1[CH:22]=[C:23]([NH:24][C:2]2[C:11]3[N:12]=[CH:13][N:14]=[CH:15][C:10]=3[C:9]3[CH:8]=[CH:7][C:6]([C:16]([O:18][CH3:19])=[O:17])=[CH:5][C:4]=3[N:3]=2)[CH:25]=[C:26]([F:28])[CH:27]=1, predict the reactants needed to synthesize it. The reactants are: Cl[C:2]1[C:11]2[N:12]=[CH:13][N:14]=[CH:15][C:10]=2[C:9]2[CH:8]=[CH:7][C:6]([C:16]([O:18][CH3:19])=[O:17])=[CH:5][C:4]=2[N:3]=1.[F:20][C:21]1[CH:22]=[C:23]([CH:25]=[C:26]([F:28])[CH:27]=1)[NH2:24].O.